Dataset: Catalyst prediction with 721,799 reactions and 888 catalyst types from USPTO. Task: Predict which catalyst facilitates the given reaction. Product: [F:16][CH:15]([F:17])[C:13]1[CH:12]=[CH:11][C:10]([F:18])=[C:9]([C:6]2[CH:7]=[CH:8][C:3]([CH2:2][OH:55])=[CH:4][C:5]=2[CH:19]2[CH2:23][CH2:22][CH2:21][C:20]2([CH3:24])[CH3:25])[CH:14]=1. The catalyst class is: 2. Reactant: Cl[CH2:2][C:3]1[CH:8]=[CH:7][C:6]([C:9]2[CH:14]=[C:13]([CH:15]([F:17])[F:16])[CH:12]=[CH:11][C:10]=2[F:18])=[C:5]([C@H:19]2[CH2:23][CH2:22][CH2:21][C:20]2([CH3:25])[CH3:24])[CH:4]=1.ClCC1C=CC(C2C=C(C(F)F)C=CC=2F)=C([C@@H]2CCCC2(C)C)C=1.CN(C=[O:55])C.S(Cl)(Cl)=O.